From a dataset of Full USPTO retrosynthesis dataset with 1.9M reactions from patents (1976-2016). Predict the reactants needed to synthesize the given product. Given the product [F:1][C:2]1[CH:3]=[C:4]2[C:13](=[CH:14][CH:15]=1)[C:12]1[CH:11]=[CH:10][CH:9]=[CH:8][C:7]=1[N:6]([S:16]([C:19]1[CH:20]=[C:21]([OH:25])[CH:22]=[CH:23][CH:24]=1)(=[O:18])=[O:17])[CH:5]2[CH3:27], predict the reactants needed to synthesize it. The reactants are: [F:1][C:2]1[CH:3]=[C:4]2[C:13](=[CH:14][CH:15]=1)[C:12]1[CH:11]=[CH:10][CH:9]=[CH:8][C:7]=1[N:6]([S:16]([C:19]1[CH:24]=[CH:23][CH:22]=[C:21]([O:25]C)[CH:20]=1)(=[O:18])=[O:17])[CH:5]2[CH3:27].C1CCCCC=1.B(Br)(Br)Br.ClCCl.